From a dataset of Catalyst prediction with 721,799 reactions and 888 catalyst types from USPTO. Predict which catalyst facilitates the given reaction. (1) Reactant: Cl.[CH2:2]([N:4]1[N:8]=[N:7][C:6]([CH2:9][N:10]2[C:15]3[CH:16]=[C:17]([C:19]4[CH:24]=[C:23]([F:25])[CH:22]=[CH:21][C:20]=4[O:26][CH3:27])[S:18][C:14]=3[C:13](=[O:28])[N:12]([CH:29]3[CH2:34][CH2:33][NH:32][CH2:31][CH2:30]3)[C:11]2=[O:35])=[N:5]1)[CH3:3].[CH2:36]([O:38][C:39]1[C:48]([O:49][CH3:50])=[CH:47][C:46]2[C:45]([C:51]3[CH:59]=[CH:58][C:54]([C:55](O)=[O:56])=[CH:53][CH:52]=3)=[N:44][C@@H:43]3[CH2:60][CH2:61][S:62][CH2:63][C@@H:42]3[C:41]=2[CH:40]=1)[CH3:37].CN(C(ON1N=NC2C=CC=CC1=2)=[N+](C)C)C.F[P-](F)(F)(F)(F)F.CCN(C(C)C)C(C)C. Product: [CH2:36]([O:38][C:39]1[C:48]([O:49][CH3:50])=[CH:47][C:46]2[C:45]([C:51]3[CH:52]=[CH:53][C:54]([C:55]([N:32]4[CH2:33][CH2:34][CH:29]([N:12]5[C:13](=[O:28])[C:14]6[S:18][C:17]([C:19]7[CH:24]=[C:23]([F:25])[CH:22]=[CH:21][C:20]=7[O:26][CH3:27])=[CH:16][C:15]=6[N:10]([CH2:9][C:6]6[N:7]=[N:8][N:4]([CH2:2][CH3:3])[N:5]=6)[C:11]5=[O:35])[CH2:30][CH2:31]4)=[O:56])=[CH:58][CH:59]=3)=[N:44][C@@H:43]3[CH2:60][CH2:61][S:62][CH2:63][C@@H:42]3[C:41]=2[CH:40]=1)[CH3:37]. The catalyst class is: 59. (2) The catalyst class is: 5. Reactant: [OH-].[Na+].[OH:3][C:4]1[CH:30]=[CH:29][C:28]([CH:31]2[CH2:36][CH2:35][N:34]([CH3:37])[CH2:33][CH2:32]2)=[CH:27][C:5]=1[C:6]([NH:8][C:9]1[CH:18]=[C:17]([C:19]2[CH:24]=[CH:23][CH:22]=[C:21]([O:25][CH3:26])[CH:20]=2)[CH:16]=[CH:15][C:10]=1[C:11]([O:13]C)=[O:12])=[O:7].Cl. Product: [OH:3][C:4]1[CH:30]=[CH:29][C:28]([CH:31]2[CH2:32][CH2:33][N:34]([CH3:37])[CH2:35][CH2:36]2)=[CH:27][C:5]=1[C:6]([NH:8][C:9]1[CH:18]=[C:17]([C:19]2[CH:24]=[CH:23][CH:22]=[C:21]([O:25][CH3:26])[CH:20]=2)[CH:16]=[CH:15][C:10]=1[C:11]([OH:13])=[O:12])=[O:7]. (3) Reactant: [CH3:1][C:2]([CH3:13])([C:7](=O)[C:8](OC)=[O:9])[C:3]([O:5][CH3:6])=[O:4].[F:14][C:15]1[CH:34]=[CH:33][CH:32]=[CH:31][C:16]=1[CH2:17][C:18]1[N:22]2[N:23]=[CH:24][CH:25]=[CH:26][C:21]2=[C:20]([C:27](=[NH:30])[NH:28][NH2:29])[N:19]=1. Product: [F:14][C:15]1[CH:34]=[CH:33][CH:32]=[CH:31][C:16]=1[CH2:17][C:18]1[N:22]2[N:23]=[CH:24][CH:25]=[CH:26][C:21]2=[C:20]([C:27]2[N:28]=[N:29][C:7]([C:2]([CH3:13])([CH3:1])[C:3]([O:5][CH3:6])=[O:4])=[C:8]([OH:9])[N:30]=2)[N:19]=1. The catalyst class is: 8. (4) Reactant: [F:1][C:2]1[CH:7]=[CH:6][C:5]([N:8]2[C:12]([C:13]([OH:15])=[O:14])=[CH:11][N:10]=[C:9]2[S:16][CH2:17][C:18]2[C:23](F)=[CH:22]C=[C:20](F)[C:19]=2F)=[CH:4][CH:3]=1.[NH:27]1C(C([O-])=O)=CN=C1.[Li+].[OH-]. Product: [F:1][C:2]1[CH:3]=[CH:4][C:5]([N:8]2[C:12]([C:13]([OH:15])=[O:14])=[CH:11][N:10]=[C:9]2[S:16][CH2:17][C:18]2[CH:19]=[CH:20][N:27]=[CH:22][CH:23]=2)=[CH:6][CH:7]=1. The catalyst class is: 36. (5) Reactant: [C:1]1([NH:7]N)[CH:6]=[CH:5][CH:4]=[CH:3][CH:2]=1.[C:9]([C:12]1[O:13][C:14]2[CH:20]=[CH:19][CH:18]=[CH:17][C:15]=2[CH:16]=1)(=O)[CH3:10]. Product: [CH:4]1[CH:5]=[C:6]2[CH:10]=[C:9]([C:12]3[O:13][C:14]4[C:15](=[CH:17][CH:18]=[CH:19][CH:20]=4)[CH:16]=3)[NH:7][C:1]2=[CH:2][CH:3]=1. The catalyst class is: 212. (6) Reactant: C1C=CC(CNS(C2C=CC3N=NN(O)C=3C=2)(=O)=O)=CC=1.Cl.N1C=CC=CC=1.[O:29]1[C:33]([C:34](Cl)=[O:35])=[CH:32][CH:31]=[N:30]1.[N:37]1([C:43]2[CH:49]=[CH:48][CH:47]=[CH:46][C:44]=2[NH2:45])[CH2:42][CH2:41][CH2:40][CH2:39][CH2:38]1. Product: [N:37]1([C:43]2[CH:49]=[CH:48][CH:47]=[CH:46][C:44]=2[NH:45][C:34]([C:33]2[O:29][N:30]=[CH:31][CH:32]=2)=[O:35])[CH2:42][CH2:41][CH2:40][CH2:39][CH2:38]1. The catalyst class is: 217.